Dataset: Reaction yield outcomes from USPTO patents with 853,638 reactions. Task: Predict the reaction yield, written as a fraction of the theoretical maximum amount of product (1.0 means a 100% yield; for example, 0.34 means a 34% yield). The yield is 0.450. The product is [CH2:40]([O:47][C:48]([C:50]1[CH:59]=[C:58]([O:60][CH2:61][C:62]2[CH:67]=[CH:66][CH:65]=[CH:64][CH:63]=2)[C:57]2[C:52](=[C:53]([O:69][CH2:70][C:71]3[CH:76]=[CH:75][CH:74]=[CH:73][CH:72]=3)[CH:54]=[C:55]([CH:9]3[CH2:10][CH2:11][CH2:12][CH2:13][NH:8]3)[CH:56]=2)[N:51]=1)=[O:49])[C:41]1[CH:46]=[CH:45][CH:44]=[CH:43][CH:42]=1. No catalyst specified. The reactants are CN1CCNCC1.[NH:8]1[CH2:13][CH2:12][CH2:11][CH2:10][CH2:9]1.COC(C1C=C(OCC2C=CC=CC=2)C2C(=C([N+]([O-])=O)C=CC=2Br)N=1)=O.[CH2:40]([O:47][C:48]([C:50]1[CH:59]=[C:58]([O:60][CH2:61][C:62]2[CH:67]=[CH:66][CH:65]=[CH:64][CH:63]=2)[C:57]2[C:52](=[C:53]([O:69][CH2:70][C:71]3[CH:76]=[CH:75][CH:74]=[CH:73][CH:72]=3)[CH:54]=[C:55](Br)[CH:56]=2)[N:51]=1)=[O:49])[C:41]1[CH:46]=[CH:45][CH:44]=[CH:43][CH:42]=1.